From a dataset of Forward reaction prediction with 1.9M reactions from USPTO patents (1976-2016). Predict the product of the given reaction. (1) Given the reactants [OH-].[K+].[C:3]([C:6]1[N:11]=[C:10]([C:12]2[CH:17]=[CH:16][C:15]([C:18]3[C:23]([F:24])=[CH:22][C:21]([CH:25]([CH3:30])[C:26]([O:28]C)=[O:27])=[CH:20][C:19]=3[F:31])=[CH:14][CH:13]=2)[C:9]([CH3:32])=[N:8][C:7]=1[CH3:33])(=[O:5])[NH2:4], predict the reaction product. The product is: [C:3]([C:6]1[N:11]=[C:10]([C:12]2[CH:13]=[CH:14][C:15]([C:18]3[C:23]([F:24])=[CH:22][C:21]([CH:25]([CH3:30])[C:26]([OH:28])=[O:27])=[CH:20][C:19]=3[F:31])=[CH:16][CH:17]=2)[C:9]([CH3:32])=[N:8][C:7]=1[CH3:33])(=[O:5])[NH2:4]. (2) Given the reactants C(=O)([O-])[O-].[K+].[K+].I[C:8]1[CH:9]=[C:10]([CH3:16])[CH:11]=[C:12]([F:15])[C:13]=1[F:14].[CH2:17]([C:22]1[CH:27]=[CH:26][C:25](OB(O)O)=[CH:24][CH:23]=1)[CH2:18][CH2:19][CH2:20][CH3:21], predict the reaction product. The product is: [F:15][C:12]1[CH:11]=[C:10]([CH3:16])[CH:9]=[C:8]([C:25]2[CH:24]=[CH:23][C:22]([CH2:17][CH2:18][CH2:19][CH2:20][CH3:21])=[CH:27][CH:26]=2)[C:13]=1[F:14].